The task is: Predict the reaction yield, written as a fraction of the theoretical maximum amount of product (1.0 means a 100% yield; for example, 0.34 means a 34% yield).. This data is from Reaction yield outcomes from USPTO patents with 853,638 reactions. (1) The reactants are [NH:1]1[CH:5]=[C:4]([C:6]2[C:7]([NH2:12])=[N:8][CH:9]=[CH:10][CH:11]=2)[CH:3]=[N:2]1.[H-].[Na+].Cl[CH2:16][C:17]1[CH:30]=[CH:29][C:20]([CH2:21][O:22][C:23]2[CH:28]=[CH:27][CH:26]=[CH:25][N:24]=2)=[CH:19][CH:18]=1. The catalyst is CN(C)C=O. The product is [N:24]1[CH:25]=[CH:26][CH:27]=[CH:28][C:23]=1[O:22][CH2:21][C:20]1[CH:19]=[CH:18][C:17]([CH2:16][N:1]2[CH:5]=[C:4]([C:6]3[C:7]([NH2:12])=[N:8][CH:9]=[CH:10][CH:11]=3)[CH:3]=[N:2]2)=[CH:30][CH:29]=1. The yield is 0.920. (2) The reactants are [N:1]([C@@H:4]([CH2:24][C:25]1[CH:30]=[CH:29][C:28]([O:31][CH2:32][CH2:33][OH:34])=[CH:27][CH:26]=1)[C:5]([NH:7][C@@H:8]([CH2:13][C:14]1[CH:19]=[CH:18][C:17]([C:20]([F:23])([F:22])[F:21])=[CH:16][CH:15]=1)[C:9]([O:11][CH3:12])=[O:10])=[O:6])=[N+:2]=[N-:3].C(N(CC)CC)C.[C:42]1([CH3:62])[CH:47]=[CH:46][C:45]([S:48](O[S:48]([C:45]2[CH:46]=[CH:47][C:42]([CH3:62])=[CH:43][CH:44]=2)(=[O:50])=[O:49])(=[O:50])=[O:49])=[CH:44][CH:43]=1. The catalyst is C(Cl)Cl. The product is [N:1]([C@@H:4]([CH2:24][C:25]1[CH:26]=[CH:27][C:28]([O:31][CH2:32][CH2:33][O:34][S:48]([C:45]2[CH:46]=[CH:47][C:42]([CH3:62])=[CH:43][CH:44]=2)(=[O:50])=[O:49])=[CH:29][CH:30]=1)[C:5]([NH:7][C@@H:8]([CH2:13][C:14]1[CH:19]=[CH:18][C:17]([C:20]([F:22])([F:21])[F:23])=[CH:16][CH:15]=1)[C:9]([O:11][CH3:12])=[O:10])=[O:6])=[N+:2]=[N-:3]. The yield is 0.900. (3) The reactants are [F:1][C:2]1[CH:3]=[C:4]([C:11]2[CH:16]=[CH:15][C:14]([O:17][CH2:18][CH:19]3[CH2:24][CH2:23][N:22]([CH2:25][C:26]([F:29])([CH3:28])[CH3:27])[CH2:21][CH2:20]3)=[CH:13][CH:12]=2)[CH:5]=[CH:6][C:7]=1[C:8]([OH:10])=O.Cl.[CH3:31][NH:32][CH3:33].C1CN([P+](ON2N=NC3C=CC=CC2=3)(N2CCCC2)N2CCCC2)CC1.F[P-](F)(F)(F)(F)F.CCN(C(C)C)C(C)C. The catalyst is C(Cl)Cl.O. The product is [F:1][C:2]1[CH:3]=[C:4]([C:11]2[CH:16]=[CH:15][C:14]([O:17][CH2:18][CH:19]3[CH2:24][CH2:23][N:22]([CH2:25][C:26]([F:29])([CH3:28])[CH3:27])[CH2:21][CH2:20]3)=[CH:13][CH:12]=2)[CH:5]=[CH:6][C:7]=1[C:8]([N:32]([CH3:33])[CH3:31])=[O:10]. The yield is 0.470. (4) The reactants are [Cl:1][C:2]1[C:3]([N+:9]([O-:11])=[O:10])=[C:4]([CH:6]=[CH:7][CH:8]=1)[NH2:5].C(N(CC)CC)C.[CH3:19][O:20][CH2:21][C:22](Cl)=[O:23].Cl. The catalyst is ClCCl. The product is [Cl:1][C:2]1[C:3]([N+:9]([O-:11])=[O:10])=[C:4]([NH:5][C:22](=[O:23])[CH2:21][O:20][CH3:19])[CH:6]=[CH:7][CH:8]=1. The yield is 0.620. (5) The reactants are [O:1]1[CH2:6][CH2:5][CH2:4][CH2:3][CH:2]1[N:7]1[C:15]2[C:10](=[CH:11][C:12]([C:16]3[CH:21]=[CH:20][CH:19]=[C:18]([C:22]([F:25])([F:24])[F:23])[CH:17]=3)=[CH:13][CH:14]=2)[C:9]([CH:26]=O)=[N:8]1.[C:28]1([NH2:35])[CH:33]=[CH:32][CH:31]=[CH:30][C:29]=1[NH2:34].S(=O)(O)[O-].[Na+]. The catalyst is C1COCC1.Cl.C(OCC)(=O)C. The product is [NH:34]1[C:29]2[CH:30]=[CH:31][CH:32]=[CH:33][C:28]=2[N:35]=[C:26]1[C:9]1[C:10]2[C:15](=[CH:14][CH:13]=[C:12]([C:16]3[CH:21]=[CH:20][CH:19]=[C:18]([C:22]([F:25])([F:24])[F:23])[CH:17]=3)[CH:11]=2)[N:7]([CH:2]2[CH2:3][CH2:4][CH2:5][CH2:6][O:1]2)[N:8]=1. The yield is 0.500. (6) The reactants are [NH2:1][C:2]1[C:3]([C:7](=[N:17][OH:18])[NH:8][C:9]2[CH:14]=[CH:13][C:12]([F:15])=[C:11]([Cl:16])[CH:10]=2)=[N:4][O:5][N:6]=1.C(N(CC)C(C)C)(C)C.[C:28](Cl)(=[O:31])[CH2:29][CH3:30]. The catalyst is ClCCl. The product is [NH2:1][C:2]1[C:3]([C:7](=[N:17][O:18][C:28](=[O:31])[CH2:29][CH3:30])[NH:8][C:9]2[CH:14]=[CH:13][C:12]([F:15])=[C:11]([Cl:16])[CH:10]=2)=[N:4][O:5][N:6]=1. The yield is 0.470. (7) The reactants are C(OC([C:11]1[C:19]2[C:14](=[CH:15][CH:16]=[C:17](OS(C(F)(F)C(F)(F)C(F)(F)C(F)(F)F)(=O)=O)[CH:18]=2)[NH:13][C:12]=1C)=O)C1C=CC=CC=1.C([N:40](CC)CC)C.CN(CC#C)C.C(OCC)(=O)C.CO.C(N(CC)CC)C. The catalyst is C1COCC1.[Cu]I.C1(P([C-]2C=CC=C2)C2C=CC=CC=2)C=CC=CC=1.[C-]1(P(C2C=CC=CC=2)C2C=CC=CC=2)C=CC=C1.[Fe+2].Cl[Pd]Cl. The product is [NH:13]1[C:14]2[C:19](=[CH:18][CH:17]=[CH:16][CH:15]=2)[CH:11]=[C:12]1[NH2:40]. The yield is 0.180. (8) The reactants are [CH:1](O)=O.Cl.[Cl:5][CH2:6][CH2:7][NH:8][CH2:9][CH2:10][Cl:11]. The catalyst is C=O. The product is [ClH:5].[Cl:5][CH2:6][CH2:7][N:8]([CH3:1])[CH2:9][CH2:10][Cl:11]. The yield is 1.00. (9) The reactants are [Si:1]([O:18][CH:19]1[CH2:22][N:21]([C:23]2[O:24][CH:25]=[C:26]([CH2:28][OH:29])[N:27]=2)[CH2:20]1)([C:14]([CH3:17])([CH3:16])[CH3:15])([C:8]1[CH:13]=[CH:12][CH:11]=[CH:10][CH:9]=1)[C:2]1[CH:7]=[CH:6][CH:5]=[CH:4][CH:3]=1. The catalyst is C(Cl)Cl.[O-2].[O-2].[Mn+4]. The product is [Si:1]([O:18][CH:19]1[CH2:22][N:21]([C:23]2[O:24][CH:25]=[C:26]([CH:28]=[O:29])[N:27]=2)[CH2:20]1)([C:14]([CH3:17])([CH3:16])[CH3:15])([C:2]1[CH:3]=[CH:4][CH:5]=[CH:6][CH:7]=1)[C:8]1[CH:13]=[CH:12][CH:11]=[CH:10][CH:9]=1. The yield is 0.800. (10) The product is [Si:58]([O:38][CH:8]([C:5]1[CH:6]=[CH:7][C:2]([F:1])=[CH:3][CH:4]=1)[CH2:9][N:10]1[C:15](=[O:16])[C:14]([CH2:17][C:18]2[CH:23]=[CH:22][C:21]([C:24]3[C:25]([C:30]#[N:31])=[CH:26][CH:27]=[CH:28][CH:29]=3)=[CH:20][CH:19]=2)=[C:13]([CH2:32][CH2:33][CH3:34])[N:12]2[N:35]=[CH:36][N:37]=[C:11]12)([C:61]([CH3:64])([CH3:63])[CH3:62])([CH3:60])[CH3:59]. The reactants are [F:1][C:2]1[CH:7]=[CH:6][C:5]([CH:8]([OH:38])[CH2:9][N:10]2[C:15](=[O:16])[C:14]([CH2:17][C:18]3[CH:23]=[CH:22][C:21]([C:24]4[C:25]([C:30]#[N:31])=[CH:26][CH:27]=[CH:28][CH:29]=4)=[CH:20][CH:19]=3)=[C:13]([CH2:32][CH2:33][CH3:34])[N:12]3[N:35]=[CH:36][N:37]=[C:11]23)=[CH:4][CH:3]=1.N1C(C)=CC=CC=1C.O1CCCC1.FC(F)(F)S(O[Si:58]([C:61]([CH3:64])([CH3:63])[CH3:62])([CH3:60])[CH3:59])(=O)=O. The catalyst is C(OCC)(=O)C. The yield is 0.580.